This data is from Forward reaction prediction with 1.9M reactions from USPTO patents (1976-2016). The task is: Predict the product of the given reaction. (1) Given the reactants [C:1]([C:4]1[CH:8]=[C:7]([C:9]([O:11][CH2:12][CH3:13])=[O:10])[NH:6][N:5]=1)(=[O:3])[CH3:2].[C:14](=O)([O-])[O-].[K+].[K+].IC, predict the reaction product. The product is: [C:1]([C:4]1[CH:8]=[C:7]([C:9]([O:11][CH2:12][CH3:13])=[O:10])[N:6]([CH3:14])[N:5]=1)(=[O:3])[CH3:2]. (2) Given the reactants CO[C:3]([C:5]1[S:9][C:8](/[CH:10]=[CH:11]/[C:12]2[C:13]([CH2:18][CH2:19][CH2:20][CH3:21])=[N:14][O:15][C:16]=2[CH3:17])=[N:7][C:6]=1[CH3:22])=[O:4].[CH2:23]([CH2:25][NH2:26])[OH:24], predict the reaction product. The product is: [OH:24][CH2:23][CH2:25][NH:26][C:3]([C:5]1[S:9][C:8](/[CH:10]=[CH:11]/[C:12]2[C:13]([CH2:18][CH2:19][CH2:20][CH3:21])=[N:14][O:15][C:16]=2[CH3:17])=[N:7][C:6]=1[CH3:22])=[O:4]. (3) Given the reactants Br[C:2]1[S:3][C:4]([C:14]([O:16][CH2:17][CH3:18])=[O:15])=[C:5]([C:7]2[CH:12]=[N:11][C:10]([Cl:13])=[CH:9][N:8]=2)[N:6]=1.[Cl:19][C:20]1[C:24]([Cl:25])=[C:23]([CH3:26])[NH:22][C:21]=1[C:27]([NH:29][C@@H:30]1[CH2:35][CH2:34][NH:33][CH2:32][C@@H:31]1[CH3:36])=[O:28].C(N(CC)C(C)C)(C)C.O, predict the reaction product. The product is: [Cl:13][C:10]1[N:11]=[CH:12][C:7]([C:5]2[N:6]=[C:2]([N:33]3[CH2:34][CH2:35][C@@H:30]([NH:29][C:27]([C:21]4[NH:22][C:23]([CH3:26])=[C:24]([Cl:25])[C:20]=4[Cl:19])=[O:28])[C@@H:31]([CH3:36])[CH2:32]3)[S:3][C:4]=2[C:14]([O:16][CH2:17][CH3:18])=[O:15])=[N:8][CH:9]=1. (4) Given the reactants Br[C:2]1[CH:7]=[CH:6][C:5]([O:8][CH3:9])=[C:4]([O:10][CH2:11][CH2:12][O:13][CH3:14])[CH:3]=1.[CH3:15][C:16]1([C:19](=[O:21])[CH3:20])[CH2:18][CH2:17]1.CC(C)([O-])C.[Na+], predict the reaction product. The product is: [CH3:9][O:8][C:5]1[CH:6]=[CH:7][C:2]([CH2:20][C:19]([C:16]2([CH3:15])[CH2:18][CH2:17]2)=[O:21])=[CH:3][C:4]=1[O:10][CH2:11][CH2:12][O:13][CH3:14].